This data is from Catalyst prediction with 721,799 reactions and 888 catalyst types from USPTO. The task is: Predict which catalyst facilitates the given reaction. (1) Reactant: [CH3:1][O:2][C:3](=[O:27])[CH2:4][CH2:5][CH2:6][CH2:7][CH2:8][O:9][C:10]1[CH:11]=[CH:12][C:13]2[N:17]=[C:16]([SH:18])[N:15]([C:19]3[CH:24]=[CH:23][C:22]([CH3:25])=[CH:21][CH:20]=3)[C:14]=2[CH:26]=1.[CH2:28](I)[CH2:29][CH3:30].C(=O)([O-])O.[K+].C1CC2OCCOCCOC3C(OCCOCCOC2CC1)CCCC3. The catalyst class is: 9. Product: [CH3:1][O:2][C:3](=[O:27])[CH2:4][CH2:5][CH2:6][CH2:7][CH2:8][O:9][C:10]1[CH:11]=[CH:12][C:13]2[N:17]=[C:16]([S:18][CH2:28][CH2:29][CH3:30])[N:15]([C:19]3[CH:20]=[CH:21][C:22]([CH3:25])=[CH:23][CH:24]=3)[C:14]=2[CH:26]=1. (2) Reactant: [N:1]1[CH:2]=[N:3][N:4]2[CH:9]=[C:8]([C:10]3[O:11][C:12]4([CH2:28][CH2:27][CH:26]([C:29](O)=[O:30])[CH2:25][CH2:24]4)[C:13](=[O:23])[C:14]=3[C:15]3[CH:20]=[CH:19][C:18]([F:21])=[C:17]([CH3:22])[CH:16]=3)[CH:7]=[CH:6][C:5]=12.C[N:33](C=O)C.C(Cl)(C(Cl)=O)=O. Product: [N:1]1[CH:2]=[N:3][N:4]2[CH:9]=[C:8]([C:10]3[O:11][C:12]4([CH2:28][CH2:27][CH:26]([C:29]([NH2:33])=[O:30])[CH2:25][CH2:24]4)[C:13](=[O:23])[C:14]=3[C:15]3[CH:20]=[CH:19][C:18]([F:21])=[C:17]([CH3:22])[CH:16]=3)[CH:7]=[CH:6][C:5]=12. The catalyst class is: 4.